Dataset: Catalyst prediction with 721,799 reactions and 888 catalyst types from USPTO. Task: Predict which catalyst facilitates the given reaction. Reactant: Br[CH2:2][C:3]1[CH:8]=[C:7]([N+:9]([O-:11])=[O:10])[CH:6]=[CH:5][C:4]=1[O:12][CH3:13].[C-:14]#[N:15].[Na+]. Product: [CH3:13][O:12][C:4]1[CH:5]=[CH:6][C:7]([N+:9]([O-:11])=[O:10])=[CH:8][C:3]=1[CH2:2][C:14]#[N:15]. The catalyst class is: 14.